This data is from Reaction yield outcomes from USPTO patents with 853,638 reactions. The task is: Predict the reaction yield, written as a fraction of the theoretical maximum amount of product (1.0 means a 100% yield; for example, 0.34 means a 34% yield). (1) The reactants are [F:1][C:2]1[CH:3]=[C:4]([C:34]2[CH:39]=[CH:38][CH:37]=[CH:36][C:35]=2[C:40]2[NH:44][C:43](=[O:45])[O:42][N:41]=2)[CH:5]=[CH:6][C:7]=1[CH2:8][C:9]1[C:10](=[O:33])[N:11]([C:19]2[CH:24]=[CH:23][C:22]([O:25][CH:26]3[CH2:31][CH2:30][CH:29]([OH:32])[CH2:28][CH2:27]3)=[CH:21][CH:20]=2)[C:12]([CH3:18])=[N:13][C:14]=1[CH2:15][CH2:16][CH3:17].CC(OI1(OC(C)=O)(OC(C)=O)OC(=O)C2C1=CC=CC=2)=O.C(OCC)(=O)C.S([O-])([O-])(=O)=S.[Na+].[Na+]. The catalyst is C(Cl)Cl.O. The product is [F:1][C:2]1[CH:3]=[C:4]([C:34]2[CH:39]=[CH:38][CH:37]=[CH:36][C:35]=2[C:40]2[NH:44][C:43](=[O:45])[O:42][N:41]=2)[CH:5]=[CH:6][C:7]=1[CH2:8][C:9]1[C:10](=[O:33])[N:11]([C:19]2[CH:20]=[CH:21][C:22]([O:25][CH:26]3[CH2:31][CH2:30][C:29](=[O:32])[CH2:28][CH2:27]3)=[CH:23][CH:24]=2)[C:12]([CH3:18])=[N:13][C:14]=1[CH2:15][CH2:16][CH3:17]. The yield is 0.880. (2) The reactants are [Cl:1][C:2]1[CH:7]=[CH:6][C:5]([N:8]([CH2:21][C:22]2[CH:30]=[CH:29][C:25]([C:26]([OH:28])=O)=[CH:24][CH:23]=2)[C:9]2[S:10][CH:11]=[C:12]([C:14]3[CH:19]=[CH:18][C:17]([Cl:20])=[CH:16][CH:15]=3)[N:13]=2)=[CH:4][CH:3]=1.ON1C2C=CC=CC=2N=N1.Cl.C(N=C=NCCCN(C)C)C.C(N(CC)CC)C.O.[NH2:61][C:62]1[NH:66][N:65]=[N:64][N:63]=1. The catalyst is CN(C=O)C.O. The product is [Cl:1][C:2]1[CH:3]=[CH:4][C:5]([N:8]([CH2:21][C:22]2[CH:30]=[CH:29][C:25]([C:26]([NH:61][C:62]3[N:63]=[N:64][NH:65][N:66]=3)=[O:28])=[CH:24][CH:23]=2)[C:9]2[S:10][CH:11]=[C:12]([C:14]3[CH:19]=[CH:18][C:17]([Cl:20])=[CH:16][CH:15]=3)[N:13]=2)=[CH:6][CH:7]=1. The yield is 0.840. (3) The reactants are [H-].[Na+].[S:3]1(=[O:10])(=[O:9])[CH2:8][CH2:7][CH2:6][CH2:5][NH:4]1.F[C:12]1[CH:19]=[CH:18][CH:17]=[CH:16][C:13]=1[C:14]#[N:15]. The catalyst is CN(C=O)C.O. The product is [O:9]=[S:3]1(=[O:10])[CH2:8][CH2:7][CH2:6][CH2:5][N:4]1[C:12]1[CH:19]=[CH:18][CH:17]=[CH:16][C:13]=1[C:14]#[N:15]. The yield is 0.740. (4) The reactants are Cl.[CH3:2][O:3][C:4](=[O:11])[C@H:5]([CH2:7][CH:8]([CH3:10])[CH3:9])[NH2:6].C(N(CC)C(C)C)(C)C.C([O:23][C:24](=O)/[CH:25]=[C:26](/[O:29][C:30]1[CH:35]=[C:34]([CH3:36])[CH:33]=[CH:32][C:31]=1[F:37])\[CH2:27]Br)C. The catalyst is C(#N)C. The product is [CH3:2][O:3][C:4](=[O:11])[C@@H:5]([N:6]1[CH2:27][C:26]([O:29][C:30]2[CH:35]=[C:34]([CH3:36])[CH:33]=[CH:32][C:31]=2[F:37])=[CH:25][C:24]1=[O:23])[CH2:7][CH:8]([CH3:10])[CH3:9]. The yield is 0.430. (5) The reactants are [S:1]1[CH2:6][CH2:5][CH2:4][S:3][CH2:2]1.[H-].[Na+].BrC[C:11]([O:13][CH3:14])=[O:12]. The catalyst is C1COCC1. The product is [CH3:14][O:13][C:11](=[O:12])[CH2:2][S:1][CH2:6][CH2:5][CH2:4][SH:3]. The yield is 0.270. (6) The reactants are Cl.[NH2:2][CH2:3][C:4]1[CH:5]=[CH:6][C:7]([F:39])=[C:8]([CH:10]2[CH2:15][CH2:14][N:13]([C:16]([C:18]3[C:26]4[C:21](=[CH:22][CH:23]=[CH:24][C:25]=4[C:27]([N:29]4[CH2:34][CH2:33][O:32][CH2:31][CH2:30]4)=[O:28])[N:20]([CH2:35][CH2:36][O:37][CH3:38])[CH:19]=3)=[O:17])[CH2:12][CH2:11]2)[CH:9]=1.OC1C2N=NNC=2C=CC=1.[NH:50]([C:62]([O:64][C:65]([CH3:68])([CH3:67])[CH3:66])=[O:63])[C@H:51]([C:55]([NH:57][CH2:58][C:59](O)=[O:60])=[O:56])[CH:52]([CH3:54])[CH3:53].C(N(CC)CC)C.Cl.CN(C)CCCN=C=NCC. The catalyst is CN(C=O)C.C(OCC)(=O)C. The product is [C:65]([O:64][C:62](=[O:63])[NH:50][CH:51]([C:55](=[O:56])[NH:57][CH2:58][C:59](=[O:60])[NH:2][CH2:3][C:4]1[CH:5]=[CH:6][C:7]([F:39])=[C:8]([CH:10]2[CH2:15][CH2:14][N:13]([C:16]([C:18]3[C:26]4[C:21](=[CH:22][CH:23]=[CH:24][C:25]=4[C:27]([N:29]4[CH2:34][CH2:33][O:32][CH2:31][CH2:30]4)=[O:28])[N:20]([CH2:35][CH2:36][O:37][CH3:38])[CH:19]=3)=[O:17])[CH2:12][CH2:11]2)[CH:9]=1)[CH:52]([CH3:53])[CH3:54])([CH3:66])([CH3:68])[CH3:67]. The yield is 0.720. (7) The product is [C:13]([C:2]1[CH:11]=[CH:10][C:5]([C:6]([O:8][CH3:9])=[O:7])=[C:4]([CH3:12])[CH:3]=1)#[N:14]. The yield is 0.260. The catalyst is [C-]#N.[Zn+2].[C-]#N.C1C=CC([P]([Pd]([P](C2C=CC=CC=2)(C2C=CC=CC=2)C2C=CC=CC=2)([P](C2C=CC=CC=2)(C2C=CC=CC=2)C2C=CC=CC=2)[P](C2C=CC=CC=2)(C2C=CC=CC=2)C2C=CC=CC=2)(C2C=CC=CC=2)C2C=CC=CC=2)=CC=1. The reactants are Br[C:2]1[CH:11]=[CH:10][C:5]([C:6]([O:8][CH3:9])=[O:7])=[C:4]([CH3:12])[CH:3]=1.[CH3:13][N:14](C)C=O. (8) The reactants are [Si]([O:8][C@H:9]1[CH2:13][C@H:12]([N:14]2[C:18]3[N:19]=[CH:20][N:21]=[C:22]([NH:23][C@@H:24]4[C:32]5[C:27](=[CH:28][CH:29]=[CH:30][CH:31]=5)[CH2:26][CH2:25]4)[C:17]=3[CH:16]=[CH:15]2)[CH2:11][C@H:10]1[CH2:33][CH2:34][S:35]([NH2:38])(=[O:37])=[O:36])(C(C)(C)C)(C)C.[F-].C([N+](CCCC)(CCCC)CCCC)CCC. The catalyst is O1CCCC1. The product is [C@@H:24]1([NH:23][C:22]2[C:17]3[CH:16]=[CH:15][N:14]([C@@H:12]4[CH2:11][C@@H:10]([CH2:33][CH2:34][S:35]([NH2:38])(=[O:37])=[O:36])[C@@H:9]([OH:8])[CH2:13]4)[C:18]=3[N:19]=[CH:20][N:21]=2)[C:32]2[C:27](=[CH:28][CH:29]=[CH:30][CH:31]=2)[CH2:26][CH2:25]1. The yield is 0.400. (9) The catalyst is C(#N)C.ClCCl. The product is [CH3:18][O:17][C:12]1[CH:13]=[CH:14][CH:15]=[CH:16][C:11]=1[CH:9]([O:8][C:4]1[CH:5]=[N:6][CH:7]=[C:2]([N:19]2[CH2:24][CH2:23][NH:22][CH2:21][CH2:20]2)[N:3]=1)[CH3:10]. The reactants are Cl[C:2]1[CH:7]=[N:6][CH:5]=[C:4]([O:8][CH:9]([C:11]2[CH:16]=[CH:15][CH:14]=[CH:13][C:12]=2[O:17][CH3:18])[CH3:10])[N:3]=1.[NH:19]1[CH2:24][CH2:23][NH:22][CH2:21][CH2:20]1.C([O-])([O-])=O.[K+].[K+]. The yield is 0.670.